Dataset: NCI-60 drug combinations with 297,098 pairs across 59 cell lines. Task: Regression. Given two drug SMILES strings and cell line genomic features, predict the synergy score measuring deviation from expected non-interaction effect. (1) Drug 1: C1=NC2=C(N=C(N=C2N1C3C(C(C(O3)CO)O)F)Cl)N. Drug 2: CCCCC(=O)OCC(=O)C1(CC(C2=C(C1)C(=C3C(=C2O)C(=O)C4=C(C3=O)C=CC=C4OC)O)OC5CC(C(C(O5)C)O)NC(=O)C(F)(F)F)O. Cell line: CAKI-1. Synergy scores: CSS=48.7, Synergy_ZIP=-1.62, Synergy_Bliss=-0.385, Synergy_Loewe=0.486, Synergy_HSA=0.237. (2) Drug 1: CC1C(C(CC(O1)OC2CC(CC3=C2C(=C4C(=C3O)C(=O)C5=C(C4=O)C(=CC=C5)OC)O)(C(=O)CO)O)N)O.Cl. Drug 2: C1CCN(CC1)CCOC2=CC=C(C=C2)C(=O)C3=C(SC4=C3C=CC(=C4)O)C5=CC=C(C=C5)O. Cell line: UACC-257. Synergy scores: CSS=0.135, Synergy_ZIP=-0.697, Synergy_Bliss=-1.98, Synergy_Loewe=-0.228, Synergy_HSA=-1.13. (3) Drug 1: CCC1(CC2CC(C3=C(CCN(C2)C1)C4=CC=CC=C4N3)(C5=C(C=C6C(=C5)C78CCN9C7C(C=CC9)(C(C(C8N6C=O)(C(=O)OC)O)OC(=O)C)CC)OC)C(=O)OC)O.OS(=O)(=O)O. Drug 2: C1C(C(OC1N2C=NC3=C2NC=NCC3O)CO)O. Cell line: MALME-3M. Synergy scores: CSS=26.0, Synergy_ZIP=-6.11, Synergy_Bliss=-0.819, Synergy_Loewe=-39.3, Synergy_HSA=-0.892. (4) Drug 1: CCCCC(=O)OCC(=O)C1(CC(C2=C(C1)C(=C3C(=C2O)C(=O)C4=C(C3=O)C=CC=C4OC)O)OC5CC(C(C(O5)C)O)NC(=O)C(F)(F)F)O. Drug 2: C1=NC(=NC(=O)N1C2C(C(C(O2)CO)O)O)N. Cell line: HT29. Synergy scores: CSS=61.8, Synergy_ZIP=10.7, Synergy_Bliss=12.0, Synergy_Loewe=-0.936, Synergy_HSA=10.9.